Predict which catalyst facilitates the given reaction. From a dataset of Catalyst prediction with 721,799 reactions and 888 catalyst types from USPTO. (1) Reactant: [Br:1][C:2]1[C:3]([CH3:17])=[N:4][N:5]([CH2:14][CH2:15]I)[C:6]=1[C:7]1[CH:12]=[CH:11][C:10]([F:13])=[CH:9][CH:8]=1.C(=O)([O-])[O-].[K+].[K+].CN(C)C=O.[SH:29][CH2:30][CH2:31][OH:32]. Product: [Br:1][C:2]1[C:3]([CH3:17])=[N:4][N:5]([CH2:14][CH2:15][S:29][CH2:30][CH2:31][OH:32])[C:6]=1[C:7]1[CH:12]=[CH:11][C:10]([F:13])=[CH:9][CH:8]=1. The catalyst class is: 13. (2) Product: [CH3:31][O:30][C:25]1[CH:26]=[CH:27][CH:28]=[CH:29][C:24]=1[N:21]1[C:20](=[O:32])[NH:19][C:18]2[C:22]1=[N:23][C:15]([NH:14][CH2:13][C@H:9]1[CH2:10][CH2:11][CH2:12][NH:8]1)=[N:16][C:17]=2[C:33]([NH2:38])=[O:35]. Reactant: C(OC([N:8]1[CH2:12][CH2:11][CH2:10][C@@H:9]1[CH2:13][NH:14][C:15]1[N:23]=[C:22]2[C:18]([NH:19][C:20](=[O:32])[N:21]2[C:24]2[CH:29]=[CH:28][CH:27]=[CH:26][C:25]=2[O:30][CH3:31])=[C:17]([C:33]([O:35]CC)=O)[N:16]=1)=O)(C)(C)C.[NH2:38]C1C(C(OCC)=O)=NC(NC[C@H]2CCCN2C(OC(C)(C)C)=O)=NC=1NC1C=CC=CC=1OC. The catalyst class is: 4. (3) Reactant: [Cl:1][CH2:2][CH2:3][CH2:4][S:5][C:6]1[CH:32]=[CH:31][C:9]([O:10][CH:11]2[CH2:15][CH2:14][N:13]([CH:16]3[CH2:21][CH2:20][N:19]([C:22]4[S:26][N:25]=[C:24]([CH:27]([CH3:29])[CH3:28])[N:23]=4)[CH2:18][CH2:17]3)[C:12]2=[O:30])=[C:8]([F:33])[CH:7]=1.ClC1C=C(C=CC=1)C(OO)=[O:39].[OH2:45]. Product: [Cl:1][CH2:2][CH2:3][CH2:4][S:5]([C:6]1[CH:32]=[CH:31][C:9]([O:10][CH:11]2[CH2:15][CH2:14][N:13]([CH:16]3[CH2:17][CH2:18][N:19]([C:22]4[S:26][N:25]=[C:24]([CH:27]([CH3:29])[CH3:28])[N:23]=4)[CH2:20][CH2:21]3)[C:12]2=[O:30])=[C:8]([F:33])[CH:7]=1)(=[O:39])=[O:45]. The catalyst class is: 2. (4) Reactant: [CH2:1]([O:8][C:9]1[CH:14]=[CH:13][C:12]([N:15]2[C:19]([CH3:20])=[CH:18][CH:17]=[C:16]2[C:21]2[CH:40]=[CH:39][C:24]([O:25][C@H:26]([CH2:32][C:33]3[CH:38]=[CH:37][CH:36]=[CH:35][CH:34]=3)[C:27]([O:29]CC)=[O:28])=[CH:23][CH:22]=2)=[CH:11][CH:10]=1)[CH2:2][CH2:3][CH2:4][CH2:5][CH2:6][CH3:7].[OH-].[K+].Cl. Product: [CH2:1]([O:8][C:9]1[CH:10]=[CH:11][C:12]([N:15]2[C:19]([CH3:20])=[CH:18][CH:17]=[C:16]2[C:21]2[CH:22]=[CH:23][C:24]([O:25][C@H:26]([CH2:32][C:33]3[CH:38]=[CH:37][CH:36]=[CH:35][CH:34]=3)[C:27]([OH:29])=[O:28])=[CH:39][CH:40]=2)=[CH:13][CH:14]=1)[CH2:2][CH2:3][CH2:4][CH2:5][CH2:6][CH3:7]. The catalyst class is: 36. (5) Reactant: C([O:4][C@H:5]([C:47]1[CH:52]=[CH:51][C:50]([F:53])=[CH:49][CH:48]=1)[CH2:6][CH2:7][C@H:8]1[C:11](=[O:12])[N:10]([C:13]2[CH:18]=[CH:17][C:16]([CH2:19][CH2:20][CH2:21][N:22]3[CH:26]=[N:25][CH:24]=[N:23]3)=[CH:15][CH:14]=2)[C@@H:9]1[C:27]1[CH:32]=[CH:31][C:30]([CH2:33][CH2:34][C:35]([CH2:42][O:43]C(=O)C)([OH:41])[CH2:36][O:37]C(=O)C)=[CH:29][CH:28]=1)(=O)C. Product: [OH:41][C:35]([CH2:42][OH:43])([CH2:36][OH:37])[CH2:34][CH2:33][C:30]1[CH:31]=[CH:32][C:27]([C@H:9]2[N:10]([C:13]3[CH:14]=[CH:15][C:16]([CH2:19][CH2:20][CH2:21][N:22]4[CH:26]=[N:25][CH:24]=[N:23]4)=[CH:17][CH:18]=3)[C:11](=[O:12])[C@@H:8]2[CH2:7][CH2:6][C@@H:5]([C:47]2[CH:52]=[CH:51][C:50]([F:53])=[CH:49][CH:48]=2)[OH:4])=[CH:28][CH:29]=1. The catalyst class is: 14. (6) Product: [C:17]([C:12]1[CH:13]=[CH:14][C:7]([NH2:8])=[N:6][CH:5]=1)#[CH:16]. The catalyst class is: 11. Reactant: FC(F)(F)C1[N:8]2N=CC=[C:7]2[N:6]=[C:5]([C:12]2[CH:17]=[CH:16]C(C(F)(F)F)=[CH:14][CH:13]=2)C=1.[OH-].[Na+].